Dataset: Reaction yield outcomes from USPTO patents with 853,638 reactions. Task: Predict the reaction yield, written as a fraction of the theoretical maximum amount of product (1.0 means a 100% yield; for example, 0.34 means a 34% yield). (1) The reactants are [S:1]1[C:5]2[CH:6]=[C:7]([N:10]3[CH2:14][CH2:13][NH:12][C:11]3=[O:15])[CH:8]=[CH:9][C:4]=2[N:3]=[CH:2]1.Br[C:17]1[CH:24]=[N:23][CH:22]=[CH:21][C:18]=1[C:19]#[N:20].N[C@@H]1CCCC[C@H]1N.P([O-])([O-])([O-])=O.[K+].[K+].[K+]. The catalyst is [Cu](I)I.O1CCOCC1. The product is [S:1]1[C:5]2[CH:6]=[C:7]([N:10]3[CH2:14][CH2:13][N:12]([C:17]4[CH:24]=[N:23][CH:22]=[CH:21][C:18]=4[C:19]#[N:20])[C:11]3=[O:15])[CH:8]=[CH:9][C:4]=2[N:3]=[CH:2]1. The yield is 0.267. (2) The reactants are [ClH:1].[CH2:2]([O:9][C:10]1[C:11]([NH:17][C:18]2[S:19][CH:20]=[C:21]([CH3:23])[N:22]=2)=[N:12][CH:13]=[C:14](Br)[CH:15]=1)[C:3]1[CH:8]=[CH:7][CH:6]=[CH:5][CH:4]=1.[Li]C.C([Li])CCC.[N:31]1[CH:36]=[CH:35][C:34]([S:37][S:37][C:34]2[CH:35]=[CH:36][N:31]=[CH:32][CH:33]=2)=[CH:33][CH:32]=1. No catalyst specified. The product is [ClH:1].[ClH:1].[CH2:2]([O:9][C:10]1[C:11]([NH:17][C:18]2[S:19][CH:20]=[C:21]([CH3:23])[N:22]=2)=[N:12][CH:13]=[C:14]([S:37][C:34]2[CH:35]=[CH:36][N:31]=[CH:32][CH:33]=2)[CH:15]=1)[C:3]1[CH:8]=[CH:7][CH:6]=[CH:5][CH:4]=1. The yield is 0.358. (3) The reactants are [S:1]1[CH:5]=[CH:4][CH:3]=[CH:2]1.C1COCC1.C([Li])CCC.Br[CH2:17][CH2:18][CH2:19][CH2:20][CH2:21][CH2:22][CH2:23][CH3:24]. The catalyst is CCCCCC.O. The product is [CH2:17]([C:2]1[S:1][CH:5]=[CH:4][CH:3]=1)[CH2:18][CH2:19][CH2:20][CH2:21][CH2:22][CH2:23][CH3:24]. The yield is 0.978. (4) The reactants are Br[C:2]1[CH:15]=[CH:14][C:5]([CH2:6][CH2:7][N:8]2[CH2:13][CH2:12][O:11][CH2:10][CH2:9]2)=[CH:4][CH:3]=1.[CH3:16][C:17]1([CH3:26])[C:21]([CH3:23])([CH3:22])[O:20][B:19]([CH:24]=[CH2:25])[O:18]1.CCN(CC)CC. The catalyst is CC(C)([P](C(C)(C)C)([Pd][P](C(C)(C)C)(C(C)(C)C)C(C)(C)C)C(C)(C)C)C.C1(C)C=CC=CC=1. The product is [CH3:22][C:21]1([CH3:23])[C:17]([CH3:26])([CH3:16])[O:18][B:19](/[CH:24]=[CH:25]/[C:2]2[CH:15]=[CH:14][C:5]([CH2:6][CH2:7][N:8]3[CH2:13][CH2:12][O:11][CH2:10][CH2:9]3)=[CH:4][CH:3]=2)[O:20]1. The yield is 0.770. (5) The product is [CH3:12][O:13][C:14]([C:15]1[C:4]([C:3]2[CH:8]=[CH:9][CH:10]=[CH:11][C:2]=2[F:1])=[N:5][O:6][C:16]=1[CH3:18])=[O:19]. The catalyst is CO. The reactants are [F:1][C:2]1[CH:11]=[CH:10][CH:9]=[CH:8][C:3]=1[C:4](Cl)=[N:5][OH:6].[CH3:12][O:13][C:14](=[O:19])[CH2:15][C:16]([CH3:18])=O.C[O-].[Na+]. The yield is 0.720. (6) The catalyst is CN(C=O)C.CCOC(C)=O. The product is [F:46][C:43]1[CH:44]=[CH:45][C:40]([C:38]2[O:39][C:35]3[CH:34]=[C:33]([N:28]([CH2:27][CH2:26][OH:25])[S:29]([CH3:32])(=[O:31])=[O:30])[C:52]([C:53]4[CH:54]=[C:55]([CH:61]=[CH:62][CH:63]=4)[C:56]([OH:58])=[O:57])=[CH:51][C:36]=3[C:37]=2[C:47](=[O:50])[NH:48][CH3:49])=[CH:41][CH:42]=1. The reactants are BrCCO[Si](C(C)(C)C)(C)C.C([O-])([O-])=O.[Na+].[Na+].[Si]([O:25][CH2:26][CH2:27][N:28]([C:33]1[C:52]([C:53]2[CH:54]=[C:55]([CH:61]=[CH:62][CH:63]=2)[C:56]([O:58]CC)=[O:57])=[CH:51][C:36]2[C:37]([C:47](=[O:50])[NH:48][CH3:49])=[C:38]([C:40]3[CH:45]=[CH:44][C:43]([F:46])=[CH:42][CH:41]=3)[O:39][C:35]=2[CH:34]=1)[S:29]([CH3:32])(=[O:31])=[O:30])(C(C)(C)C)(C)C.[OH-].[Na+]. The yield is 0.970. (7) The reactants are Cl[C:2]1[CH:7]=[C:6]([Cl:8])[N:5]=[CH:4][N:3]=1.C(N(CC)CC)C.[C:16]([O:20][C:21]([N:23]1[CH2:28][CH2:27][CH:26]([NH2:29])[CH2:25][CH2:24]1)=[O:22])([CH3:19])([CH3:18])[CH3:17]. The catalyst is C(Cl)Cl. The product is [C:16]([O:20][C:21]([N:23]1[CH2:28][CH2:27][CH:26]([NH:29][C:2]2[CH:7]=[C:6]([Cl:8])[N:5]=[CH:4][N:3]=2)[CH2:25][CH2:24]1)=[O:22])([CH3:19])([CH3:17])[CH3:18]. The yield is 0.400.